From a dataset of Forward reaction prediction with 1.9M reactions from USPTO patents (1976-2016). Predict the product of the given reaction. (1) Given the reactants [Br:1][C:2]1[CH:3]=[C:4]2[C:8](=[CH:9][CH:10]=1)[C:7](=[O:11])[N:6]([CH2:12][C:13]([OH:16])([CH3:15])[CH3:14])[CH2:5]2.[H-].[Na+].[CH3:19]I.O, predict the reaction product. The product is: [Br:1][C:2]1[CH:3]=[C:4]2[C:8](=[CH:9][CH:10]=1)[C:7](=[O:11])[N:6]([CH2:12][C:13]([OH:16])([CH3:14])[CH3:15])[CH:5]2[CH3:19]. (2) Given the reactants [Br:1][C:2]1[S:3][CH:4]=[C:5]([C@@H:7]2[CH2:9][C@H:8]2[NH:10][CH2:11][CH:12]2[CH2:14][CH2:13]2)[N:6]=1.C(N(CC)CC)C.[C:22](O[C:22]([O:24][C:25]([CH3:28])([CH3:27])[CH3:26])=[O:23])([O:24][C:25]([CH3:28])([CH3:27])[CH3:26])=[O:23], predict the reaction product. The product is: [C:25]([O:24][C:22](=[O:23])[N:10]([C@@H:8]1[CH2:9][C@H:7]1[C:5]1[N:6]=[C:2]([Br:1])[S:3][CH:4]=1)[CH2:11][CH:12]1[CH2:13][CH2:14]1)([CH3:28])([CH3:27])[CH3:26]. (3) Given the reactants [CH2:1]([O:8][CH2:9][C@H:10]1[CH2:14][O:13][C@H:12]([C:15]2[CH:20]=[CH:19][N:18]=[CH:17][C:16]=2[N+:21]([O-])=O)[O:11]1)[C:2]1[CH:7]=[CH:6][CH:5]=[CH:4][CH:3]=1, predict the reaction product. The product is: [CH2:1]([O:8][CH2:9][C@H:10]1[CH2:14][O:13][C@H:12]([C:15]2[CH:20]=[CH:19][N:18]=[CH:17][C:16]=2[NH2:21])[O:11]1)[C:2]1[CH:3]=[CH:4][CH:5]=[CH:6][CH:7]=1. (4) Given the reactants [Si]([O:18][CH2:19][C@H:20]([CH3:35])[C@@H:21]([NH:28]S(C(C)(C)C)=O)[C:22]1[CH:27]=[CH:26][CH:25]=[CH:24][CH:23]=1)(C(C)(C)C)(C1C=CC=CC=1)C1C=CC=CC=1.Cl, predict the reaction product. The product is: [NH2:28][C@@H:21]([C:22]1[CH:27]=[CH:26][CH:25]=[CH:24][CH:23]=1)[C@@H:20]([CH3:35])[CH2:19][OH:18].